Dataset: Experimentally validated miRNA-target interactions with 360,000+ pairs, plus equal number of negative samples. Task: Binary Classification. Given a miRNA mature sequence and a target amino acid sequence, predict their likelihood of interaction. (1) The miRNA is hsa-miR-4464 with sequence AAGGUUUGGAUAGAUGCAAUA. The protein sequence of the target gene is MAGSEQQRPRRRDDGDSDAAAAAAAPLQDAELALAGINMLLNNGFRESDQLFKQYRNHSPLMSFGASFVSFLNAMMTFEEEKMQLACDDLKTTEKLCESEEAGVIETIKNKIKKNVDVRKSAPSMVDRLQRQIIIADCQVYLAVLSFVKQELSAYIKGGWILRKAWKIYNKCYLDINALQELYQKKLTEESLTSDAANDNHIVAEGVSEESLNRLKGAVSFGYGLFHLCISMVPPNLLKIINLLGFPGDRLQGLSSLMYASESKDMKAPLATLALLWYHTVVRPFFALDGSDNKAGLDEA.... Result: 1 (interaction). (2) The miRNA is hsa-miR-6893-5p with sequence CAGGCAGGUGUAGGGUGGAGC. The protein sequence of the target gene is MYQDYPGNFDTSSRGSSGSPAHAESYSSGGGGQQKFRVDMPGSGSAFIPTINAITTSQDLQWMVQPTVITSMSNPYPRSHPYSPLPGLASVPGHMALPRPGVIKTIGTTVGRRRRDEQLSPEEEEKRRIRRERNKLAAAKCRNRRRELTEKLQAETEELEEEKSGLQKEIAELQKEKEKLEFMLVAHGPVCKISPEERRSPPAPGLQPMRSGGGSVGAVVVKQEPLEEDSPSSSSAGLDKAQRSVIKPISIAGGFYGEEPLHTPIVVTSTPAVTPGTSNLVFTYPSVLEQESPASPSESC.... Result: 1 (interaction). (3) The miRNA is hsa-miR-5695 with sequence ACUCCAAGAAGAAUCUAGACAG. The protein sequence of the target gene is MTSKLAVALLAAFLLSAALCEAAVLSRMSTELRCQCIKTHSTPFHPKFIKELRVIESGPHCENSEIIVKLTNGNEVCLNPKEKWVQKVVQVFVKRAEKQDP. Result: 0 (no interaction). (4) Result: 0 (no interaction). The miRNA is mmu-miR-762 with sequence GGGGCUGGGGCCGGGACAGAGC. The protein sequence of the target gene is MAFSGSQAPYLSPAVPFSGTIQGGLQDGFQITVNGAVLSSSGTRFAVDFQTGFSGNDIAFHFNPRFEDGGYVVCNTRQKGRWGPEERKMHMPFQKGMPFDLCFLVQSSDFKVMVNGSLFVQYFHRVPFHRVDTISVNGSVQLSYISFQNPRTVPVQPAFSTVPFSQPVCFPPRPRGRRQKPPSVRPANPAPITQTVIHTVQSASGQMFSQTPAIPPMMYPHPAYPMPFITTIPGGLYPSKSIILSGTVLPSAQRFHINLCSGSHIAFHMNPRFDENAVVRNTQINNSWGSEERSLPRKMP.... (5) Result: 1 (interaction). The protein sequence of the target gene is MADVAGPSRPSAAAFWSRDFSDEEQSVVYVPGISAEGNVRSRHKLMSPKADVKLKTSRVTDASISMESLKGTGDSVDEQNSCRGEIKSASLKDLCLEDKRRIANLIKELARVSEEKEVTEERLKAEQESFEKKIRQLEEQNELIIKEREALQLQYRECQELLSLYQKYLSEQQEKLTMSLSELGAARMQEQQVSSRKSTLQCSSVELDGSYLSIARPQTYYQTKQRPKSAVQDSASESLIAFRNNSLKPVTLHHPKDDLDKIPSETTTCNCESPGRKPAVPTEKMPQEELHMKECPHLKP.... The miRNA is hsa-miR-5690 with sequence UCAGCUACUACCUCUAUUAGG. (6) The miRNA is hsa-miR-1180-3p with sequence UUUCCGGCUCGCGUGGGUGUGU. The protein sequence of the target gene is MGKDSQNYYGKHGTPQKYDPTFKGPIYNRGCTDVICCVLLFLAIVGYVAVGIIAWTHGDPRKVIYPTDSRGEFCGQKGTKNADKPFLFYFNIVKCANPLVLLEFHCPTPQICVKQCPDRYLTLLSARNTRDFDYYKQFCVPGFQNNKGVTEILRDGECPAVITPSKPLAQRCFPAIHASKGVLMVGNETTYEDGHGARKNITDLVEGAKKANKILEARQLAMQIFEDYTVSWYWIIIGLVIAMVLSLLFIVLLRFLAGIMVWVMIVMVILVLGYGIFHCYMEYSRLRGEAGSDVSLVDLG.... Result: 0 (no interaction). (7) The miRNA is hsa-miR-1227-5p with sequence GUGGGGCCAGGCGGUGG. The protein sequence of the target gene is MELPQMPELMGLSLLVGLLALVATAAVARGWLRAEEKPSQPVCQKENEPKKSGSKKQKQNQRVRKEKPQQHSFTHPLLAAALKSHSGNISCMDFSSNGKYLATCADDRTVRIWSTKDFLQREHRSMRANVELDHATLVRFSPDCRAFIVWLANGDTLRVFKMTKREDGGFTFTATPEDFPKKHKAPIINIGIADTGKFIMTASSDTTVLIWNLKGQVLSTINTNQMNNSHAVISPCSRFVGSCGFTPDVKVWEVCFGKKGEFQEVLRAFELKGHSASVHSFAFSNDSRRMASVSKDGTWK.... Result: 0 (no interaction). (8) The miRNA is hsa-miR-5093 with sequence AGGAAAUGAGGCUGGCUAGGAGC. The protein sequence of the target gene is MAKIAKTHEDIEAQIREIQGKKAALDEAQGVGLDSTGYYDQEIYGGSDSRFAGYVTSIAATELEDDDDDYSSSTSLLGQKKPGYHAPVALLNDIPQSTEQYDPFAEHRPPKIADREDEYKKHRRTMIISPERLDPFADGGKTPDPKMNARTYMDVMREQHLTKEEREIRQQLAEKAKAGELKVVNGAAASQPPSKRKRRWDQTADQTPGATPKKLSSWDQAETPGHTPSLRWDETPGRAKGSETPGATPGSKIWDPTPSHTPAGAATPGRGDTPGHATPGHGGATSSARKNRWDETPKTE.... Result: 0 (no interaction). (9) The miRNA is hsa-miR-7161-3p with sequence UAGAUCUUUGACUCUGGCAGUCUCCAGG. The protein sequence of the target gene is MAQAHIRGSPCPLLPPGRMSWPHGALLLLWLFSPPLRAGGGGVAVTSAAGGGSPPATSCPAACSCSNQASRVICTRRELAEVPASIPVNTRYLNLQENSIQVIRTDTFKHLRHLEILQLSKNLVRKIEVGAFNGLPSLNTLELFDNRLTTVPTQAFEYLSKLRELWLRNNPIESIPSYAFNRVPSLRRLDLGELKRLEYISEAAFEGLVNLRYLNLGMCNLKDIPNLTALVRLEELELSGNRLDLIRPGSFQGLTSLRKLWLMHAQVATIERNAFDDLKSLEELNLSHNNLMSLPHDLFT.... Result: 0 (no interaction).